This data is from Forward reaction prediction with 1.9M reactions from USPTO patents (1976-2016). The task is: Predict the product of the given reaction. Given the reactants [CH:1]1([N:6]2[CH:12]([CH3:13])[CH:11]([CH3:14])[C:10](=[O:15])[N:9]([CH3:16])[C:8]3[CH:17]=[N:18][C:19]([NH:21][C:22]4[CH:30]=[CH:29][C:25]([C:26]([OH:28])=O)=[CH:24][C:23]=4[O:31][CH3:32])=[N:20][C:7]2=3)[CH2:5][CH2:4][CH2:3][CH2:2]1.F[P-](F)(F)(F)(F)F.CN(C(N(C)C)=[N+]1C2C(=NC=CC=2)[N+]([O-])=N1)C.C(N(C(C)C)C(C)C)C.[NH2:66][CH:67]1[CH2:72][CH2:71][N:70]([CH3:73])[CH2:69][CH2:68]1, predict the reaction product. The product is: [CH:1]1([N:6]2[CH:12]([CH3:13])[CH:11]([CH3:14])[C:10](=[O:15])[N:9]([CH3:16])[C:8]3[CH:17]=[N:18][C:19]([NH:21][C:22]4[CH:30]=[CH:29][C:25]([C:26]([NH:66][CH:67]5[CH2:72][CH2:71][N:70]([CH3:73])[CH2:69][CH2:68]5)=[O:28])=[CH:24][C:23]=4[O:31][CH3:32])=[N:20][C:7]2=3)[CH2:2][CH2:3][CH2:4][CH2:5]1.